This data is from Forward reaction prediction with 1.9M reactions from USPTO patents (1976-2016). The task is: Predict the product of the given reaction. Given the reactants [F:1][C:2]1[CH:19]=[CH:18][CH:17]=[C:16]([F:20])[C:3]=1[CH2:4][N:5]1[C:13](=[O:14])[NH:12][C:11]2[C:6]1=[N:7][C:8]([NH2:15])=[N:9][CH:10]=2.[C:21](O[C:21]([O:23][C:24]([CH3:27])([CH3:26])[CH3:25])=[O:22])([O:23][C:24]([CH3:27])([CH3:26])[CH3:25])=[O:22], predict the reaction product. The product is: [F:20][C:16]1[CH:17]=[CH:18][CH:19]=[C:2]([F:1])[C:3]=1[CH2:4][N:5]1[C:13](=[O:14])[N:12]([C:21]([O:23][C:24]([CH3:27])([CH3:26])[CH3:25])=[O:22])[C:11]2[C:6]1=[N:7][C:8]([NH2:15])=[N:9][CH:10]=2.